This data is from Catalyst prediction with 721,799 reactions and 888 catalyst types from USPTO. The task is: Predict which catalyst facilitates the given reaction. Reactant: [CH2:1]([N:3](CC)CC)[CH3:2].C(OC(Cl)=O)C(C)C.[CH3:16][O:17][CH2:18][O:19][C:20]1[CH:25]=[C:24]([O:26][CH2:27][O:28][CH3:29])[CH:23]=[CH:22][C:21]=1[CH:30]1[CH2:35][CH2:34][CH2:33][CH:32]([C:36]([OH:38])=O)[CH2:31]1.C(N)C. Product: [CH3:16][O:17][CH2:18][O:19][C:20]1[CH:25]=[C:24]([O:26][CH2:27][O:28][CH3:29])[CH:23]=[CH:22][C:21]=1[CH:30]1[CH2:35][CH2:34][CH2:33][CH:32]([C:36]([NH:3][CH2:1][CH3:2])=[O:38])[CH2:31]1. The catalyst class is: 7.